Dataset: Peptide-MHC class I binding affinity with 185,985 pairs from IEDB/IMGT. Task: Regression. Given a peptide amino acid sequence and an MHC pseudo amino acid sequence, predict their binding affinity value. This is MHC class I binding data. (1) The peptide sequence is RYPGVMYAF. The MHC is BoLA-AW10 with pseudo-sequence BoLA-AW10. The binding affinity (normalized) is 0.0641. (2) The peptide sequence is DWMERIEDF. The MHC is HLA-B27:03 with pseudo-sequence HLA-B27:03. The binding affinity (normalized) is 0.0847. (3) The peptide sequence is LQISRVNDL. The MHC is HLA-A02:02 with pseudo-sequence HLA-A02:02. The binding affinity (normalized) is 0.584. (4) The peptide sequence is LAELLEMKYA. The MHC is HLA-A68:02 with pseudo-sequence HLA-A68:02. The binding affinity (normalized) is 0.0706.